From a dataset of Forward reaction prediction with 1.9M reactions from USPTO patents (1976-2016). Predict the product of the given reaction. (1) Given the reactants Cl[C:2]1[CH:9]=[CH:8][C:5]([C:6]#[N:7])=[C:4]([O:10][CH2:11][CH:12]([F:14])[F:13])[N:3]=1.[Br:15][C:16]1[CH:23]=[CH:22][C:21]([OH:24])=[CH:20][C:17]=1[CH:18]=[O:19].C([O-])([O-])=O.[K+].[K+], predict the reaction product. The product is: [Br:15][C:16]1[CH:23]=[CH:22][C:21]([O:24][C:2]2[CH:9]=[CH:8][C:5]([C:6]#[N:7])=[C:4]([O:10][CH2:11][CH:12]([F:14])[F:13])[N:3]=2)=[CH:20][C:17]=1[CH:18]=[O:19]. (2) Given the reactants [N:1]1[CH:6]=[CH:5][CH:4]=[C:3]([NH:7][C:8](=[O:33])[C:9]2[CH:14]=[CH:13][CH:12]=[C:11]([CH2:15][C:16]3[C:17](=[O:28])[C:18]([O:26][CH3:27])=[C:19]([O:24][CH3:25])[C:20](=[O:23])[C:21]=3[CH3:22])[C:10]=2[O:29]C(=O)C)[CH:2]=1.C(=O)([O-])O.[Na+], predict the reaction product. The product is: [N:1]1[CH:6]=[CH:5][CH:4]=[C:3]([NH:7][C:8](=[O:33])[C:9]2[CH:14]=[CH:13][CH:12]=[C:11]([CH2:15][C:16]3[C:17](=[O:28])[C:18]([O:26][CH3:27])=[C:19]([O:24][CH3:25])[C:20](=[O:23])[C:21]=3[CH3:22])[C:10]=2[OH:29])[CH:2]=1. (3) Given the reactants [F:1][C:2]([F:12])([F:11])[O:3][C:4]1[CH:5]=[C:6]([OH:10])[CH:7]=[CH:8][CH:9]=1.Cl[C:14]1[C:19]([Cl:20])=[CH:18][C:17]([N+:21]([O-:23])=[O:22])=[CH:16][N:15]=1.[H-].[Na+], predict the reaction product. The product is: [Cl:20][C:19]1[C:14]([O:10][C:6]2[CH:7]=[CH:8][CH:9]=[C:4]([O:3][C:2]([F:11])([F:12])[F:1])[CH:5]=2)=[N:15][CH:16]=[C:17]([N+:21]([O-:23])=[O:22])[CH:18]=1. (4) Given the reactants O.C1(C)C=CC(S(O)(=O)=O)=CC=1.[Br:13][C:14]1[CH:15]=[C:16]2[C:21](=[CH:22][CH:23]=1)[C:20](=[O:24])[N:19]([CH2:25][CH:26]1[CH2:31][CH2:30][N:29]([CH2:32][C:33]3[O:37][N:36]=[C:35]([C:38]4[CH:43]=[CH:42][CH:41]=[CH:40][CH:39]=4)[CH:34]=3)[CH2:28][CH2:27]1)[C:18](O)([C:44]([O:46][CH3:47])=[O:45])[CH:17]2[C:49]1[CH:54]=[CH:53][CH:52]=[CH:51][CH:50]=1, predict the reaction product. The product is: [Br:13][C:14]1[CH:15]=[C:16]2[C:21](=[CH:22][CH:23]=1)[C:20](=[O:24])[N:19]([CH2:25][CH:26]1[CH2:31][CH2:30][N:29]([CH2:32][C:33]3[O:37][N:36]=[C:35]([C:38]4[CH:43]=[CH:42][CH:41]=[CH:40][CH:39]=4)[CH:34]=3)[CH2:28][CH2:27]1)[C:18]([C:44]([O:46][CH3:47])=[O:45])=[C:17]2[C:49]1[CH:54]=[CH:53][CH:52]=[CH:51][CH:50]=1. (5) Given the reactants [C:1]1([C:11]2[CH:16]=[CH:15][CH:14]=[CH:13][CH:12]=2)[CH:6]=[CH:5][C:4]([CH2:7][C:8]([OH:10])=[O:9])=[CH:3][CH:2]=1.[OH-].[Na+:18], predict the reaction product. The product is: [C:1]1([C:11]2[CH:12]=[CH:13][CH:14]=[CH:15][CH:16]=2)[CH:2]=[CH:3][C:4]([CH2:7][C:8]([O-:10])=[O:9])=[CH:5][CH:6]=1.[Na+:18]. (6) The product is: [CH:1]1([C:7]2[CH:8]=[CH:9][C:10]([C:13]3[N:46]=[N:45][C:16]([C:17]4[CH:18]=[CH:19][C:20]([O:23][C:24]([F:26])([F:27])[F:25])=[CH:21][CH:22]=4)=[C:15]([C:29]4[CH:30]=[CH:31][C:32]([C:33]([NH:35][CH2:36][CH2:37][C:38]([OH:40])=[O:39])=[O:34])=[CH:41][CH:42]=4)[CH:14]=3)=[CH:11][CH:12]=2)[CH2:2][CH2:3][CH2:4][CH2:5][CH2:6]1. Given the reactants [CH:1]1([C:7]2[CH:12]=[CH:11][C:10]([C:13](=O)/[CH:14]=[C:15](/[C:29]3[CH:42]=[CH:41][C:32]([C:33]([NH:35][CH2:36][CH2:37][C:38]([OH:40])=[O:39])=[O:34])=[CH:31][CH:30]=3)\[C:16](=O)[C:17]3[CH:22]=[CH:21][C:20]([O:23][C:24]([F:27])([F:26])[F:25])=[CH:19][CH:18]=3)=[CH:9][CH:8]=2)[CH2:6][CH2:5][CH2:4][CH2:3][CH2:2]1.O.[NH2:45][NH2:46], predict the reaction product. (7) Given the reactants [NH2:1][C:2]([NH2:4])=[O:3].CC[O-].[Na+].[Na].C([O:12][CH:13]=[C:14]([C:20](OCC)=O)[C:15]([O:17][CH2:18][CH3:19])=[O:16])C, predict the reaction product. The product is: [O:3]=[C:2]1[NH:4][C:13](=[O:12])[C:14]([C:15]([O:17][CH2:18][CH3:19])=[O:16])=[CH:20][NH:1]1.